Dataset: Catalyst prediction with 721,799 reactions and 888 catalyst types from USPTO. Task: Predict which catalyst facilitates the given reaction. Reactant: [CH3:1][C@@H:2]1[CH2:7][CH2:6][CH2:5][CH2:4][N:3]1[C:8]1[CH:15]=[CH:14][C:11]([C:12]#N)=[CH:10][C:9]=1[C:16]([F:19])([F:18])[F:17].[OH-:20].[Na+].Cl.C[OH:24]. Product: [CH3:1][C@@H:2]1[CH2:7][CH2:6][CH2:5][CH2:4][N:3]1[C:8]1[CH:15]=[CH:14][C:11]([C:12]([OH:24])=[O:20])=[CH:10][C:9]=1[C:16]([F:19])([F:18])[F:17]. The catalyst class is: 6.